Task: Predict which catalyst facilitates the given reaction.. Dataset: Catalyst prediction with 721,799 reactions and 888 catalyst types from USPTO (1) Reactant: [Si]([O:18][C:19]1[CH:63]=[CH:62][C:22]([O:23][CH2:24][C@@H:25]([OH:61])[CH2:26][NH:27][CH2:28][CH2:29][C:30]2[CH:60]=[CH:59][C:33]([NH:34][CH:35]3[CH2:40][CH2:39][N:38]([C:41]([C:43]4[CH:48]=[CH:47][C:46]([NH:49][C:50]([NH:52][CH2:53][CH2:54][CH2:55][CH2:56][CH2:57][CH3:58])=[O:51])=[CH:45][CH:44]=4)=[O:42])[CH2:37][CH2:36]3)=[CH:32][CH:31]=2)=[CH:21][CH:20]=1)(C(C)(C)C)(C1C=CC=CC=1)C1C=CC=CC=1. Product: [CH2:53]([NH:52][C:50]([NH:49][C:46]1[CH:45]=[CH:44][C:43]([C:41]([N:38]2[CH2:37][CH2:36][CH:35]([NH:34][C:33]3[CH:59]=[CH:60][C:30]([CH2:29][CH2:28][NH:27][CH2:26][C@H:25]([OH:61])[CH2:24][O:23][C:22]4[CH:21]=[CH:20][C:19]([OH:18])=[CH:63][CH:62]=4)=[CH:31][CH:32]=3)[CH2:40][CH2:39]2)=[O:42])=[CH:48][CH:47]=1)=[O:51])[CH2:54][CH2:55][CH2:56][CH2:57][CH3:58]. The catalyst class is: 147. (2) Reactant: [CH:1]1([NH2:8])[CH2:7][CH2:6][CH2:5][CH2:4][CH2:3][CH2:2]1.C1C=CC2N(O)N=NC=2C=1.C(Cl)CCl.C(N(C(C)C)CC)(C)C.[C:32]([C:34]1[CH:42]=[CH:41][C:37]([C:38](O)=[O:39])=[C:36]([CH3:43])[CH:35]=1)#[N:33]. Product: [C:32]([C:34]1[CH:42]=[CH:41][C:37]([C:38]([NH:8][CH:1]2[CH2:7][CH2:6][CH2:5][CH2:4][CH2:3][CH2:2]2)=[O:39])=[C:36]([CH3:43])[CH:35]=1)#[N:33]. The catalyst class is: 4.